The task is: Predict the reaction yield, written as a fraction of the theoretical maximum amount of product (1.0 means a 100% yield; for example, 0.34 means a 34% yield).. This data is from Reaction yield outcomes from USPTO patents with 853,638 reactions. (1) The yield is 0.440. The catalyst is O. The reactants are [CH3:1][O:2][C:3]([C:5]1[CH:13]=[CH:12][C:8]([C:9]([OH:11])=O)=[CH:7][CH:6]=1)=[O:4].C(N(CC)CC)C.CN(C(ON1N=NC2C=CC=NC1=2)=[N+](C)C)C.F[P-](F)(F)(F)(F)F.[NH2:45][CH:46]1[CH2:51][CH2:50][N:49]([CH2:52][C:53]2[CH:60]=[CH:59][C:56]([C:57]#[N:58])=[CH:55][CH:54]=2)[CH2:48][CH2:47]1.Cl. The product is [C:57]([C:56]1[CH:55]=[CH:54][C:53]([CH2:52][N:49]2[CH2:48][CH2:47][CH:46]([NH:45][C:9]([C:8]3[CH:7]=[CH:6][C:5]([C:3]([O:2][CH3:1])=[O:4])=[CH:13][CH:12]=3)=[O:11])[CH2:51][CH2:50]2)=[CH:60][CH:59]=1)#[N:58]. (2) The reactants are Cl.C(N=C=NCCCN(C)C)C.Cl.C[O:15][C:16]([C:18]1([NH2:24])[CH2:23][CH2:22][CH2:21][CH2:20][CH2:19]1)=[O:17].ON1C2C=CC=CC=2N=N1.[CH2:35]([O:37][C:38]1[CH:42]=[CH:41][S:40][C:39]=1[C:43](O)=[O:44])[CH3:36].C(N(C(C)C)CC)(C)C. The catalyst is C(Cl)Cl. The product is [CH2:35]([O:37][C:38]1[CH:42]=[CH:41][S:40][C:39]=1[C:43]([NH:24][C:18]1([C:16]([OH:15])=[O:17])[CH2:23][CH2:22][CH2:21][CH2:20][CH2:19]1)=[O:44])[CH3:36]. The yield is 0.730.